The task is: Predict which catalyst facilitates the given reaction.. This data is from Catalyst prediction with 721,799 reactions and 888 catalyst types from USPTO. Reactant: CC(C)C[CH:4]([C:8]1[CH:13]=[C:12]([C:14]2[CH:19]=[CH:18][C:17]([C:20]([F:23])([F:22])[F:21])=[CH:16][CH:15]=2)[N:11]=[C:10]([N:24]([CH2:35][CH2:36][CH:37]([CH3:39])[CH3:38])[C:25]2[CH:30]=[CH:29][C:28]([C:31]([F:34])([F:33])[F:32])=[CH:27][CH:26]=2)[CH:9]=1)[C:5]([OH:7])=[O:6].C1COCC1.C(O)(=O)CC(CC(O)=O)(C(O)=O)O. Product: [CH3:38][CH:37]([CH3:39])[CH2:36][CH2:35][N:24]([C:25]1[CH:26]=[CH:27][C:28]([C:31]([F:34])([F:32])[F:33])=[CH:29][CH:30]=1)[C:10]1[CH:9]=[C:8]([CH2:4][C:5]([OH:7])=[O:6])[CH:13]=[C:12]([C:14]2[CH:15]=[CH:16][C:17]([C:20]([F:22])([F:23])[F:21])=[CH:18][CH:19]=2)[N:11]=1. The catalyst class is: 74.